This data is from Catalyst prediction with 721,799 reactions and 888 catalyst types from USPTO. The task is: Predict which catalyst facilitates the given reaction. (1) Reactant: [C:1]([O:5][C:6]([N:8]1[CH2:16][C:15]2[C:10](=[C:11]([CH:18]=[CH:19][C:20]([O:22][CH3:23])=[O:21])[CH:12]=[CH:13][C:14]=2[OH:17])[CH2:9]1)=[O:7])([CH3:4])([CH3:3])[CH3:2].[CH2:24](Br)[C:25]1[CH:30]=[CH:29][CH:28]=[CH:27][CH:26]=1.C(=O)([O-])[O-].[Cs+].[Cs+]. Product: [C:1]([O:5][C:6]([N:8]1[CH2:16][C:15]2[C:10](=[C:11]([CH:18]=[CH:19][C:20]([O:22][CH3:23])=[O:21])[CH:12]=[CH:13][C:14]=2[O:17][CH2:24][C:25]2[CH:30]=[CH:29][CH:28]=[CH:27][CH:26]=2)[CH2:9]1)=[O:7])([CH3:4])([CH3:3])[CH3:2]. The catalyst class is: 3. (2) Reactant: [O:1]1[CH:5]=[CH:4][N:3]=[C:2]1[C:6]1[CH:14]=[CH:13][CH:12]=[C:11]2[C:7]=1[CH2:8][N:9]([CH2:16][CH:17]1[CH2:19][CH:18]1[B:20]1[O:24]C(C)(C)C(C)(C)[O:21]1)[C:10]2=[O:15].CC#N. Product: [O:1]1[CH:5]=[CH:4][N:3]=[C:2]1[C:6]1[CH:14]=[CH:13][CH:12]=[C:11]2[C:7]=1[CH2:8][N:9]([CH2:16][CH:17]1[CH2:19][CH:18]1[B:20]([OH:24])[OH:21])[C:10]2=[O:15]. The catalyst class is: 24. (3) Reactant: O=[C:2]1[C:25]2[C:20](=[CH:21][CH:22]=[CH:23][CH:24]=2)[C:4]2([CH2:9][CH2:8][N:7]([C:10]([O:12][CH2:13][C:14]3[CH:19]=[CH:18][CH:17]=[CH:16][CH:15]=3)=[O:11])[CH2:6][CH2:5]2)[CH2:3]1.[NH2:26][OH:27].Cl.CC([O-])=O.[Na+]. Product: [OH:27][N:26]=[C:2]1[C:25]2[C:20](=[CH:21][CH:22]=[CH:23][CH:24]=2)[C:4]2([CH2:9][CH2:8][N:7]([C:10]([O:12][CH2:13][C:14]3[CH:19]=[CH:18][CH:17]=[CH:16][CH:15]=3)=[O:11])[CH2:6][CH2:5]2)[CH2:3]1. The catalyst class is: 14. (4) The catalyst class is: 1. Product: [F:12][C:9]([F:10])([F:11])[C:7]1[CH:6]=[C:5]([C:13]2[N:17]=[CH:16][N:15](/[CH:18]=[C:19](\[C:23]3[CH:24]=[N:25][CH:26]=[CH:27][CH:28]=3)/[C:20]([N:40]([CH3:41])[CH3:39])=[O:21])[N:14]=2)[CH:4]=[C:3]([C:2]([F:29])([F:30])[F:1])[CH:8]=1. Reactant: [F:1][C:2]([F:30])([F:29])[C:3]1[CH:4]=[C:5]([C:13]2[N:17]=[CH:16][N:15](/[CH:18]=[C:19](\[C:23]3[CH:24]=[N:25][CH:26]=[CH:27][CH:28]=3)/[C:20](O)=[O:21])[N:14]=2)[CH:6]=[C:7]([C:9]([F:12])([F:11])[F:10])[CH:8]=1.ClC(OCC(C)C)=O.[CH3:39][N:40]1CCOC[CH2:41]1. (5) Reactant: [Cl:1][C:2]1[CH:7]=[CH:6][C:5]([C:8]([C:11]2[N:15]([C:16]3[CH:21]=[CH:20][C:19]([F:22])=[CH:18][CH:17]=3)[C:14]([SH:23])=[N:13][CH:12]=2)([CH3:10])[CH3:9])=[CH:4][C:3]=1[O:24][CH3:25].C([O-])([O-])=O.[K+].[K+].Br[CH2:33][C:34]1[C:35]([Cl:45])=[CH:36][C:37]([F:44])=[C:38]([S:40]([NH2:43])(=[O:42])=[O:41])[CH:39]=1. Product: [Cl:45][C:35]1[C:34]([CH2:33][S:23][C:14]2[N:15]([C:16]3[CH:21]=[CH:20][C:19]([F:22])=[CH:18][CH:17]=3)[C:11]([C:8]([C:5]3[CH:6]=[CH:7][C:2]([Cl:1])=[C:3]([O:24][CH3:25])[CH:4]=3)([CH3:10])[CH3:9])=[CH:12][N:13]=2)=[CH:39][C:38]([S:40]([NH2:43])(=[O:41])=[O:42])=[C:37]([F:44])[CH:36]=1. The catalyst class is: 21. (6) Reactant: [NH2:1][C:2]1[CH:7]=[CH:6][C:5]([C:8]2[CH:9]=[C:10]3[C:14](=C[CH:16]=2)[N:13](COC(=O)C(C)(C)C)[N:12]=[C:11]3[C:25]2[CH:30]=[CH:29][CH:28]=[CH:27][C:26]=2[O:31][CH3:32])=[CH:4][C:3]=1[C:33](=[O:37])[N:34]([CH3:36])[CH3:35].[C:38](Cl)(Cl)=[O:39].[CH3:42][N:43]([CH3:45])C.C[NH:47]C. Product: [CH3:42][N:43]([CH3:45])[C:38](=[O:39])[NH:1][C:2]1[CH:7]=[CH:6][C:5]([C:8]2[CH:9]=[C:10]3[C:11]([C:25]4[CH:30]=[CH:29][CH:28]=[CH:27][C:26]=4[O:31][CH3:32])=[N:12][NH:13][C:14]3=[N:47][CH:16]=2)=[CH:4][C:3]=1[C:33]([N:34]([CH3:35])[CH3:36])=[O:37]. The catalyst class is: 4.